This data is from Reaction yield outcomes from USPTO patents with 853,638 reactions. The task is: Predict the reaction yield, written as a fraction of the theoretical maximum amount of product (1.0 means a 100% yield; for example, 0.34 means a 34% yield). (1) The yield is 0.394. The catalyst is C(O)C.C(O)(=O)C. The product is [CH:16]12[CH2:17][CH:18]3[CH2:19][CH:20]([CH2:21][CH:14]([CH2:23]3)[CH:15]1[NH:24][C:25]([C:26]1[CH:27]=[N:3][N:2]([C:4]3[CH:5]=[CH:6][C:7]([C:8]([O:10][CH3:11])=[O:9])=[CH:12][CH:13]=3)[C:31]=1[CH:33]1[CH2:34][CH2:35][CH2:36][CH2:37]1)=[O:38])[CH2:22]2. The reactants are Cl.[NH:2]([C:4]1[CH:13]=[CH:12][C:7]([C:8]([O:10][CH3:11])=[O:9])=[CH:6][CH:5]=1)[NH2:3].[CH:14]12[CH2:23][CH:18]3[CH2:19][CH:20]([CH2:22][CH:16]([CH2:17]3)[CH:15]1[NH:24][C:25](=[O:38])/[C:26](/[C:31]([CH:33]1[CH2:37][CH2:36][CH2:35][CH2:34]1)=O)=[CH:27]\N(C)C)[CH2:21]2. (2) The reactants are [CH2:1]([O:8][C:9]([N:11]1[CH2:16][CH2:15][CH2:14][CH2:13][C@H:12]1[C:17]1[NH:21][C:20]2[CH:22]=[CH:23][C:24]([C:26]#[CH:27])=[CH:25][C:19]=2[N:18]=1)=[O:10])[C:2]1[CH:7]=[CH:6][CH:5]=[CH:4][CH:3]=1. The catalyst is C1COCC1.[Cu]I.C1(C=CC=CC=1)[P](C1C=CC=CC=1)(C1C=CC=CC=1)[Pd][P](C1C=CC=CC=1)(C1C=CC=CC=1)C1C=CC=CC=1. The product is [CH2:1]([O:8][C:9]([N:11]1[CH2:16][CH2:15][CH2:14][CH2:13][C@H:12]1[C:17]1[NH:21][C:20]2[CH:22]=[CH:23][C:24]([C:26]#[C:27][C:27]#[C:26][C:24]3[CH:23]=[CH:22][C:20]4[NH:21][C:17]([C@@H:12]5[CH2:13][CH2:14][CH2:15][CH2:16][N:11]5[C:9]([O:8][CH2:1][C:2]5[CH:7]=[CH:6][CH:5]=[CH:4][CH:3]=5)=[O:10])=[N:18][C:19]=4[CH:25]=3)=[CH:25][C:19]=2[N:18]=1)=[O:10])[C:2]1[CH:3]=[CH:4][CH:5]=[CH:6][CH:7]=1. The yield is 0.390. (3) The reactants are Cl[C:2]1[C:11]2[C:6](=[CH:7][CH:8]=[C:9]([N+:12]([O-:14])=[O:13])[CH:10]=2)[N:5]=[C:4]([CH3:15])[N:3]=1.C[C:17]1NC(=O)[C:24]2[C:19](=[CH:20][CH:21]=[C:22]([N+]([O-])=O)[CH:23]=2)[N:18]=1.C(N(C(C)C)CC)(C)C.P(Cl)(Cl)(Cl)=O.[C:45]([O-])(O)=[O:46].[Na+]. The catalyst is C1(C)C=CC=CC=1. The product is [CH3:45][O:46][C:22]1[CH:21]=[CH:20][C:19]([N:18]([C:2]2[C:11]3[C:6](=[CH:7][CH:8]=[C:9]([N+:12]([O-:14])=[O:13])[CH:10]=3)[N:5]=[C:4]([CH3:15])[N:3]=2)[CH3:17])=[CH:24][CH:23]=1. The yield is 0.600. (4) The reactants are C#CCCCCC#C.BrCCCCOC1CCCCO1.[CH2:21]([O:36][CH:37]1[CH2:42][CH2:41][CH2:40][CH2:39][O:38]1)[CH2:22][CH2:23][CH2:24][C:25]#[C:26][CH2:27][CH2:28][CH2:29][CH2:30][CH2:31][CH2:32]CC#C. No catalyst specified. The product is [CH2:21]([O:36][CH:37]1[CH2:42][CH2:41][CH2:40][CH2:39][O:38]1)[CH2:22][CH2:23][CH2:24][C:25]#[C:26][CH2:27][CH2:28][CH2:29][CH2:30][C:31]#[CH:32]. The yield is 0.650.